The task is: Predict the reaction yield, written as a fraction of the theoretical maximum amount of product (1.0 means a 100% yield; for example, 0.34 means a 34% yield).. This data is from Reaction yield outcomes from USPTO patents with 853,638 reactions. (1) The catalyst is O1CCOCC1.C(OCC)(=O)C. The reactants are [CH:1]1([C:4]2[CH:5]=[C:6]3[C:11](=[C:12]([F:14])[CH:13]=2)[C:10](=[O:15])[NH:9][CH2:8][CH2:7]3)[CH2:3][CH2:2]1. The product is [CH:1]1([C:4]2[CH:5]=[C:6]3[C:11](=[C:12]([F:14])[CH:13]=2)[C:10](=[O:15])[NH:9][CH:8]=[CH:7]3)[CH2:3][CH2:2]1. The yield is 0.330. (2) The reactants are CCN(C(C)C)C(C)C.[CH2:10]([O:12][C:13]([C:15]1[CH:16]=[N:17][N:18]([C:20]2[NH:29][C:28](=[O:30])[C:27]3[C:22](=[CH:23][CH:24]=[C:25]([N+:31]([O-:33])=[O:32])[CH:26]=3)[N:21]=2)[CH:19]=1)=[O:14])[CH3:11].[N+](C1C=C2C(=CC=1)N=C(N1C=C(C(O)=O)C=N1)NC2=O)([O-])=O.Cl[CH2:57][O:58][CH2:59][CH2:60][Si:61]([CH3:64])([CH3:63])[CH3:62]. The catalyst is C1COCC1. The product is [CH2:10]([O:12][C:13]([C:15]1[CH:16]=[N:17][N:18]([C:20]2[N:29]([CH2:57][O:58][CH2:59][CH2:60][Si:61]([CH3:64])([CH3:63])[CH3:62])[C:28](=[O:30])[C:27]3[C:22](=[CH:23][CH:24]=[C:25]([N+:31]([O-:33])=[O:32])[CH:26]=3)[N:21]=2)[CH:19]=1)=[O:14])[CH3:11]. The yield is 0.860. (3) The reactants are N[C:2]1[C:3]([N+:8]([O-:10])=[O:9])=[N:4][CH:5]=[CH:6][CH:7]=1.[F:11][B-](F)(F)F.[H+].N(OCCC(C)C)=O. The catalyst is C(O)C. The product is [F:11][C:2]1[C:3]([N+:8]([O-:10])=[O:9])=[N:4][CH:5]=[CH:6][CH:7]=1. The yield is 0.390. (4) The yield is 0.980. The catalyst is CO.S([O-])([O-])(=O)=O.[Ag+2]. The reactants are [CH3:1][C:2]1([CH3:16])[CH2:6][C:5]2[CH:7]=[CH:8][CH:9]=[C:10]([C:11]([O:13][CH2:14][CH3:15])=[O:12])[C:4]=2[O:3]1.[I:17]I. The product is [I:17][C:8]1[CH:9]=[C:10]([C:11]([O:13][CH2:14][CH3:15])=[O:12])[C:4]2[O:3][C:2]([CH3:16])([CH3:1])[CH2:6][C:5]=2[CH:7]=1. (5) The reactants are [CH3:1][C:2]1[CH:7]=[C:6]([O:8][C@@H:9]2[CH2:13][CH2:12][O:11][CH2:10]2)[CH:5]=[C:4]([CH3:14])[C:3]=1[C:15]1[CH:20]=[CH:19][CH:18]=[C:17]([CH2:21][O:22][C:23]2[CH:36]=[CH:35][C:26]3[C@H:27]([CH2:30][C:31]([O:33]C)=[O:32])[CH2:28][O:29][C:25]=3[CH:24]=2)[CH:16]=1.[OH-].[Na+]. The catalyst is CO. The product is [CH3:14][C:4]1[CH:5]=[C:6]([O:8][C@@H:9]2[CH2:13][CH2:12][O:11][CH2:10]2)[CH:7]=[C:2]([CH3:1])[C:3]=1[C:15]1[CH:20]=[CH:19][CH:18]=[C:17]([CH2:21][O:22][C:23]2[CH:36]=[CH:35][C:26]3[C@H:27]([CH2:30][C:31]([OH:33])=[O:32])[CH2:28][O:29][C:25]=3[CH:24]=2)[CH:16]=1. The yield is 0.771. (6) The yield is 0.799. The product is [F:31][C:32]1[CH:37]=[CH:36][C:35]([N:10]2[C:9](=[O:24])[C:8]([C:5]3[CH:6]=[CH:7][C:2]([F:1])=[CH:3][CH:4]=3)=[C:13]([C:14]3[CH:19]=[CH:18][C:17]([S:20]([CH3:23])(=[O:22])=[O:21])=[CH:16][CH:15]=3)[CH:12]=[N:11]2)=[CH:34][CH:33]=1. The reactants are [F:1][C:2]1[CH:7]=[CH:6][C:5]([C:8]2[C:9](=[O:24])[NH:10][N:11]=[CH:12][C:13]=2[C:14]2[CH:19]=[CH:18][C:17]([S:20]([CH3:23])(=[O:22])=[O:21])=[CH:16][CH:15]=2)=[CH:4][CH:3]=1.C([O-])([O-])=O.[K+].[K+].[F:31][C:32]1[CH:37]=[CH:36][C:35](I)=[CH:34][CH:33]=1. The catalyst is N1C=CC=CC=1. (7) The reactants are [H-].[Na+].[F:3][C:4]([F:12])([F:11])[CH2:5][CH2:6][C:7]([O:9][CH3:10])=[O:8].[CH:13](OC)=[O:14]. The catalyst is COCCOC. The product is [F:3][C:4]([F:12])([F:11])[CH2:5]/[C:6](=[CH:13]/[OH:14])/[C:7]([O:9][CH3:10])=[O:8]. The yield is 0.742. (8) The reactants are [C:1]([O:5][C:6](=[O:20])[NH:7][C:8]1[CH:13]=[C:12]([N+:14]([O-:16])=[O:15])[CH:11]=[C:10]([N+:17]([O-])=O)[CH:9]=1)([CH3:4])([CH3:3])[CH3:2].C(N(CC)CC)C.C(O)=O. The catalyst is [Pd].C(#N)C. The product is [NH2:17][C:10]1[CH:9]=[C:8]([NH:7][C:6](=[O:20])[O:5][C:1]([CH3:3])([CH3:2])[CH3:4])[CH:13]=[C:12]([N+:14]([O-:16])=[O:15])[CH:11]=1. The yield is 0.910. (9) The reactants are [Si:1]([O:8][C:9]1[CH:10]=[C:11]([CH:14]=[C:15]([O:17][Si:18]([C:21]([CH3:24])([CH3:23])[CH3:22])([CH3:20])[CH3:19])[CH:16]=1)[CH:12]=O)([C:4]([CH3:7])([CH3:6])[CH3:5])([CH3:3])[CH3:2].Cl.[NH2:26][C:27]([CH3:34])([CH3:33])[C:28]([O:30][CH2:31][CH3:32])=[O:29]. No catalyst specified. The product is [Si:1]([O:8][C:9]1[CH:10]=[C:11]([CH:14]=[C:15]([O:17][Si:18]([C:21]([CH3:24])([CH3:23])[CH3:22])([CH3:19])[CH3:20])[CH:16]=1)[CH2:12][NH:26][C:27]([CH3:34])([CH3:33])[C:28]([O:30][CH2:31][CH3:32])=[O:29])([C:4]([CH3:6])([CH3:5])[CH3:7])([CH3:3])[CH3:2]. The yield is 0.880. (10) The reactants are Cl.[F:2][C:3]1[CH:4]=[C:5]([CH:45]=[CH:46][CH:47]=1)[CH2:6][N:7]1[C:11]([CH3:12])=[C:10]([C:13]2[C:21]3[C:16](=[N:17][CH:18]=[C:19]([C:22]4[CH:23]=[N:24][C:25]([N:28]5[CH2:33][CH2:32][NH:31][CH2:30][CH2:29]5)=[CH:26][CH:27]=4)[CH:20]=3)[N:15]([S:34]([C:37]3[CH:43]=[CH:42][C:40]([CH3:41])=[CH:39][CH:38]=3)(=[O:36])=[O:35])[CH:14]=2)[C:9]([CH3:44])=[N:8]1.[CH3:48][C@H:49]1[CH2:51][O:50]1.CCN(C(C)C)C(C)C. The catalyst is C(O)C. The product is [F:2][C:3]1[CH:4]=[C:5]([CH:45]=[CH:46][CH:47]=1)[CH2:6][N:7]1[C:11]([CH3:12])=[C:10]([C:13]2[C:21]3[C:16](=[N:17][CH:18]=[C:19]([C:22]4[CH:27]=[CH:26][C:25]([N:28]5[CH2:33][CH2:32][N:31]([CH2:48][C@@H:49]([OH:50])[CH3:51])[CH2:30][CH2:29]5)=[N:24][CH:23]=4)[CH:20]=3)[N:15]([S:34]([C:37]3[CH:38]=[CH:39][C:40]([CH3:41])=[CH:42][CH:43]=3)(=[O:36])=[O:35])[CH:14]=2)[C:9]([CH3:44])=[N:8]1. The yield is 0.820.